This data is from Human Reference Interactome with 51,813 positive PPI pairs across 8,248 proteins, plus equal number of experimentally-validated negative pairs. The task is: Binary Classification. Given two protein amino acid sequences, predict whether they physically interact or not. (1) Protein 1 (ENSG00000242616) has sequence MSSGASASALQRLVEQLKLEAGVERIKVSQAAAELQQYCMQNACKDALLVGVPAGSNPFREPRSCALL*. Protein 2 (ENSG00000159714) has sequence MYKMNICNKPSNKTAPEKSVWTAPAQPSGPSPELQGQRSRRNGWSWPPHPLQIVAWLLYLFFAVIGFGILVPLLPHHWVPAGYACMGAIFAGHLVVHLTAVSIDPADANVRDKSYAGPLPIFNRSQHAHVIEDLHCNLCNVDVSARSKHCSACNKCVCGFDHHCKWLNNCVGERNYRLFLHSVASALLGVLLLVLVATYVFVEFFVNPMRLRTNRHFEVLKNHTDVWFVFLPAAPVETQAPAILALAALLILLGLLSTALLGHLLCFHIYLMWHKLTTYEYIVQHRPPQEAKGVHRELES.... Result: 0 (the proteins do not interact). (2) Protein 1 (ENSG00000175699) has sequence MAAMDTGQRADPSNPGDKEGDLQGLWQELYQLQAKQKKLKREVEKHKLFEDYLIKVLEKIPEGCTGWEEPEEVLVEATVKHYGKLFTASQDTQKRLEAFCQMIQAVHRSLESLEEDHRALIASRSGCVSCRRSATASRSSGGS*MAAMDTGQRADPSNPGDKEGDLQGLWQELYQLQAKYLLCCLGDAAMGVYLICLWLSLLSSEMKVQRLLSLWPTDKVAEEAQERSREAQAF*MAAMDTGQRADPSNPGDKEGDLQGLWQELYQLQAKQKKLKREVEKHKLFEDYLIKVLEKIPEGCT.... Protein 2 (ENSG00000164972) has sequence MFLFSRKTRTPISTYSDSYRAPTSIKEVYKDPPLCAWEANKFLTPGLTHTMERHVDPEALQKMAKCAVQDYTYRGSISGHPYLPEKYWLSQEEADKCSPNYLGSDWYNTWRMEPYNSSCCNKYTTYLPRLPKEARMETAVRGMPLECPPRPERLNAYEREVMVNMLNSLSRNQQLPRITPRCGCVDPLPGRLPFHGYESACSGRHYCLRGMDYYASGAPCTDRRLRPWCREQPTMCTSLRAPARNAVCCYNSPAVILPISEP*METAVRGMPLECPPRPERLNAYEREVMVNMLNSLSRN.... Result: 0 (the proteins do not interact). (3) Protein 1 (ENSG00000123689) has sequence METVQELIPLAKEMMAQKRKGKMVKLYVLGSVLALFGVVLGLMETVCSPFTAARRLRDQEAAVAELQAALERQALQKQALQEKGKQQDTVLGGRALSNRQHAS*. Protein 2 (ENSG00000171552) has sequence MSQSNRELVVDFLSYKLSQKGYSWSQFSDVEENRTEAPEGTESEMETPSAINGNPSWHLADSPAVNGATGHSSSLDAREVIPMAAVKQALREAGDEFELRYRRAFSDLTSQLHITPGTAYQSFEQVVNELFRDGVNWGRIVAFFSFGGALCVESVDKEMQVLVSRIAAWMATYLNDHLEPWIQENGGWDTFVELYGNNAAAESRKGQERFNRWFLTGMTVAGVVLLGSLFSRK*MSQSNRELVVDFLSYKLSQKGYSWSQFSDVEENRTEAPEGTESEMETPSAINGNPSWHLADSPAVN.... Result: 1 (the proteins interact). (4) Protein 1 (ENSG00000149380) has sequence MGPGARLAALLAVLALGTGDPERAAARGDTFSALTSVARALAPERRLLGLLRRYLRGEEARLRDLTRFYDKVLSLHEDSTTPVANPLLAFTLIKRLQSDWRNVVHSLEASENIRALKDGYEKVEQDLPAFEDLEGAARALMRLQDVYMLNVKGLARGVFQRVTGSAITDLYSPKRLFSLTGDDCFQVGKVAYDMGDYYHAIPWLEEAVSLFRGSYGEWKTEDEASLEDALDHLAFAYFRAGNVSCALSLSREFLLYSPDNKRMARNVLKYERLLAESPNHVVAEAVIQRPNIPHLQTRDT.... Protein 2 (ENSG00000163874) has sequence MSGPCGEKPVLEASPTMSLWEFEDSHSRQGTPRPGQELAAEEASALELQMKVDFFRKLGYSSTEIHSVLQKLGVQADTNTVLGELVKHGTATERERQTSPDPCPQLPLVPRGGGTPKAPNLEPPLPEEEKEGSDLRPVVIDGSNVAMSHGNKEVFSCRGILLAVNWFLERGHTDITVFVPSWRKEQPRPDVPITDQHILRELEKKKILVFTPSRRVGGKRVVCYDDRFIVKLAYESDGIVVSNDTYRDLQGERQEWKRFIEERLLMYSFVNDKFMPPDDPLGRHGPSLDNFLRKKPLTLE.... Result: 1 (the proteins interact). (5) Protein 1 (ENSG00000027847) has sequence MFPSRRKAAQLPWEDGRSGLLSGGLPRKCSVFHLFVACLSLGFFSLLWLQLSCSGDVARAVRGQGQETSGPPRACPPEPPPEHWEEDASWGPHRLAVLVPFRERFEELLVFVPHMRRFLSRKKIRHHIYVLNQVDHFRFNRAALINVGFLESSNSTDYIAMHDVDLLPLNEELDYGFPEAGPFHVASPELHPLYHYKTYVGGILLLSKQHYRLCNGMSNRFWGWGREDDEFYRRIKGAGLQLFRPSGITTGYKTFRHLHDPAWRKRDQKRIAAQKQEQFKVDREGGLNTVKYHVASRTAL.... Protein 2 (ENSG00000181785) has sequence MLESNYTMPTEFLFVGFTDYLPLRVTLFLVFLLVYTLTMVGNILLIILVNINSSLQIPMYYFLSNLSFLDISCSTAITPKMLANFLASRKSISPYGCALQMFFFASFADAECLILAAMAYDRYAAICNPLLYTTLMSRRVCVCFIVLAYFSGSTTSLVHVCLTFRLSFCGSNIVNHFFCDIPPLLALSCTDTQINQLLLFALCSFIQTSTFVVIFISYFCILITVLSIKSSGGRSKTFSTCASHLIAVTLFYGALLFMYLQPTTSYSLDTDKVVAVFYTVVFPMFNPIIYSFRNKDVKNA.... Result: 0 (the proteins do not interact). (6) Protein 1 (ENSG00000189334) has sequence MGQCRSANAEDAQEFSDVERAIETLIKNFHQYSVEGGKETLTPSELRDLVTQQLPHLMPSNCGLEEKIANLGSCNDSKLEFRSFWELIGEAAKSVKLERPVRGH*. Protein 2 (ENSG00000204511) has sequence MVLPLPWLSRYHFLRLLLPSWSLAPQGSHGCCSQNPKASMEEQTSSRGNGKMTSPPRGPGTHRTAELARAEELLEQQLELYQALLEGQEGAWEAQALVLKIQKLKEQMRRHQESLGGGA*. Result: 0 (the proteins do not interact). (7) Protein 2 (ENSG00000109339) has sequence MSLHFLYYCSEPTLDVKIAFCQGFDKQVDVSYIAKHYNMSKSKVDNQFYSVEVGDSTFTVLKRYQNLKPIGSGAQGIVCAAYDAVLDRNVAIKKLSRPFQNQTHAKRAYRELVLMKCVNHKNLLSNGTDGCQLMSSDSDGIRP*MSKSKVDNQFYSVEVGDSTFTVLKRYQNLKPIGSGAQGIVCAAYDAVLDRNVAIKKLSRPFQNQTHAKRAYRELVLMKCVNHKNIISLLNVFTPQKTLEEFQDVYLVMELMDANLCQVIQMELDHERMSYLLYQMLCGIKHLHSAGIIHRDLKPSN.... Result: 0 (the proteins do not interact). Protein 1 (ENSG00000025770) has sequence MEDVEARFAHLLQPIRDLTKNWEVDVAAQLGEYLEELDQICISFDEGKTTMNFIEAALLIQGSACVYSKKVEYLYSLVYQALDFISGKRRAKQLSSVQEDRANGVASSGVPQEAENEFLSLDDFPDSRTNVDLKNDQTPSEVLIIPLLPMALVAPDEMEKNNNPLYSRQGEVLASRKDFRMNTCVPHPRGAFMLEPEGMSPMEPAGVSPMPGTQKDTGRTEEQPMEVSVCRSPVPALGFSQEPGPSPEGPMPLGGGEDEDAEEAVELPEASAPKAALEPKESRSPQQSAALPRRYMLRER.... (8) Protein 1 (ENSG00000095059) has sequence MEGSLEREAPAGALAAVLKHSSTLPPESTQVRGYDFNRGVNYRALLEAFGTTGFQATNFGRAVQQVNAMIEKKLEPLSQDEDQHADLTQSRRPLTSCTIFLGYTSNLISSGIRETIRYLVQHNMVDVLVTTAGGVEEDLIKCLAPTYLGEFSLRGKELRENGINRIGNLLVPNENYCKFEDWLMPILDQMVMEQNTEGVKWTPSKMIARLGKEINNPESVYYWAQKNHIPVFSPALTDGSLGDMIFFHSYKNPGLVLDIVEDLRLINTQAIFAKCTGMIILGGGVVKHHIANANLMRNGA.... Protein 2 (ENSG00000163577) has sequence MADEIDFTTGDAGASSTYPMQCSALRKNGFVVLKGRPCKIVEMSTSKTGKHGHAKVHLVGIDIFTGKKYEDICPSTHNMDVPNIKRNDYQLICIQDGYLSLLTETGEVREDLKLPEGELGKEIEGKYNAGEDVQVSVMCAMSEEYAVAIKPCK*MQCSALRKNGFVVLKGRPCKIVEMSTSKTGKHGHAKVHLVGIDIFTGKKYEDICPSTHNMDVPNIKRNDYQLICIQDGYLSLLTETGEVREDLKLPEGELGKEIEGKYNAGEDVQMADEIDFTTGDAGASSTYPMQCSALRKNGFV.... Result: 1 (the proteins interact).